Task: Predict the reactants needed to synthesize the given product.. Dataset: Full USPTO retrosynthesis dataset with 1.9M reactions from patents (1976-2016) (1) Given the product [CH:20]1([CH:1]([OH:2])[C:3]2[CH:8]=[CH:7][N:6]=[CH:5][C:4]=2[C:9]2[CH:16]=[CH:15][C:12]([C:13]#[N:14])=[C:11]([O:17][CH3:18])[CH:10]=2)[CH2:19][CH2:23]1, predict the reactants needed to synthesize it. The reactants are: [CH:1]([C:3]1[CH:8]=[CH:7][N:6]=[CH:5][C:4]=1[C:9]1[CH:16]=[CH:15][C:12]([C:13]#[N:14])=[C:11]([O:17][CH3:18])[CH:10]=1)=[O:2].[CH2:19]1[CH2:23]OC[CH2:20]1. (2) Given the product [CH3:7][C:8]1([CH3:18])[C:16]2[C:11](=[CH:12][CH:13]=[CH:14][CH:15]=2)[NH:10][CH2:9]1, predict the reactants needed to synthesize it. The reactants are: [H-].[H-].[H-].[H-].[Li+].[Al+3].[CH3:7][C:8]1([CH3:18])[C:16]2[C:11](=[CH:12][CH:13]=[CH:14][CH:15]=2)[NH:10][C:9]1=O. (3) The reactants are: [C:1]([O:5][C:6]([N:8]1[CH2:13][CH2:12][CH:11]([OH:14])[CH2:10][CH2:9]1)=[O:7])([CH3:4])([CH3:3])[CH3:2].[H-].[Na+].Br[C@H:18]([CH3:22])[C:19]([OH:21])=[O:20].O. Given the product [C:1]([O:5][C:6]([N:8]1[CH2:13][CH2:12][CH:11]([O:14][C@H:18]([C:19]([OH:21])=[O:20])[CH3:22])[CH2:10][CH2:9]1)=[O:7])([CH3:4])([CH3:2])[CH3:3], predict the reactants needed to synthesize it. (4) Given the product [Cl:34][C:35]1[CH:40]=[CH:39][C:38]([CH2:41][CH2:42][N:43]2[C:48](=[O:49])[C:47]([CH2:50][N:11]3[CH2:12][CH2:13][N:8]([CH3:6])[CH2:9][CH2:10]3)=[CH:46][C:45]([C:56]3[CH:61]=[CH:60][C:59]([F:62])=[C:58]([CH3:63])[CH:57]=3)=[N:44]2)=[CH:37][CH:36]=1, predict the reactants needed to synthesize it. The reactants are: C(O[C:6]([N:8]1[CH2:13][CH2:12][N:11](C2C(=O)N(CC(C)C)N=C(C3C=CC(C)=C(F)C=3)C=2C)[CH2:10][CH2:9]1)=O)(C)(C)C.[Cl:34][C:35]1[CH:40]=[CH:39][C:38]([CH2:41][CH2:42][N:43]2[C:48](=[O:49])[C:47]([CH2:50]OS(C)(=O)=O)=[CH:46][C:45]([C:56]3[CH:61]=[CH:60][C:59]([F:62])=[C:58]([CH3:63])[CH:57]=3)=[N:44]2)=[CH:37][CH:36]=1.